Task: Predict the product of the given reaction.. Dataset: Forward reaction prediction with 1.9M reactions from USPTO patents (1976-2016) (1) Given the reactants O[CH:2]1[CH2:28][CH2:27][C:5]2([O:9][C:8]([C:10]3[CH:11]=[CH:12][C:13]4[N:14]([N:16]=[CH:17][N:18]=4)[CH:15]=3)=[C:7]([C:19]3[CH:20]=[C:21]([CH3:25])[CH:22]=[CH:23][CH:24]=3)[C:6]2=[O:26])[CH2:4][CH2:3]1.C(Br)(Br)(Br)[Br:30].O1CCCC1.C1(P(C2C=CC=CC=2)C2C=CC=CC=2)C=CC=CC=1, predict the reaction product. The product is: [Br:30][CH:2]1[CH2:28][CH2:27][C:5]2([O:9][C:8]([C:10]3[CH:11]=[CH:12][C:13]4[N:14]([N:16]=[CH:17][N:18]=4)[CH:15]=3)=[C:7]([C:19]3[CH:20]=[C:21]([CH3:25])[CH:22]=[CH:23][CH:24]=3)[C:6]2=[O:26])[CH2:4][CH2:3]1. (2) The product is: [Cl:1][CH2:2][CH2:3][CH2:4][CH2:5][CH2:6][N:7]1[C:8]2[C:17]3[CH:16]=[CH:15][CH:14]=[CH:13][C:12]=3[N:11]=[CH:10][C:9]=2[N:18]=[C:19]1[CH2:20][CH2:21][CH3:22]. Given the reactants [Cl:1][CH2:2][CH2:3][CH2:4][CH2:5][CH2:6][NH:7][C:8]1[C:17]2[C:12](=[CH:13][CH:14]=[CH:15][CH:16]=2)[N:11]=[CH:10][C:9]=1[NH2:18].[C:19](OC)(OC)(OC)[CH2:20][CH2:21][CH3:22], predict the reaction product. (3) Given the reactants [CH2:1]([O:3][C:4]([C:6]1[NH:14][C:13]2[C:8](=[N:9][CH:10]=[CH:11][CH:12]=2)[CH:7]=1)=[O:5])[CH3:2].[H-].[Na+].Br[CH2:18][CH2:19][O:20][CH3:21], predict the reaction product. The product is: [CH2:1]([O:3][C:4]([C:6]1[N:14]([CH2:18][CH2:19][O:20][CH3:21])[C:13]2[C:8](=[N:9][CH:10]=[CH:11][CH:12]=2)[CH:7]=1)=[O:5])[CH3:2].